This data is from Tyrosyl-DNA phosphodiesterase HTS with 341,365 compounds. The task is: Binary Classification. Given a drug SMILES string, predict its activity (active/inactive) in a high-throughput screening assay against a specified biological target. (1) The molecule is S(c1nc2c(nc1Cc1ccccc1)cccc2)CC(=O)NCc1ccc(OC)cc1. The result is 0 (inactive). (2) The drug is s1c2nc([nH]c(=O)c2c(c1C(=O)Nc1cc(F)ccc1)C)c1cc2c(oc1=O)cccc2. The result is 0 (inactive). (3) The compound is O(C(c1[nH]c2c(c(=O)n1)cccc2)C)C(=O)c1cc(n2nnnc2)ccc1. The result is 0 (inactive).